Dataset: Reaction yield outcomes from USPTO patents with 853,638 reactions. Task: Predict the reaction yield, written as a fraction of the theoretical maximum amount of product (1.0 means a 100% yield; for example, 0.34 means a 34% yield). (1) The reactants are FC1C(C)=NC2C(N=1)=C([C:12]1[NH:20][C:19]3[CH2:18][CH2:17][NH:16][C:15](=[O:21])[C:14]=3[CH:13]=1)C=CC=2.Cl.FC1(F)CC(N)C1.CCN(C(C)C)C(C)C.CO.C(Cl)Cl. The catalyst is CS(C)=O. The product is [NH:20]1[C:19]2[CH2:18][CH2:17][NH:16][C:15](=[O:21])[C:14]=2[CH:13]=[CH:12]1. The yield is 0.660. (2) No catalyst specified. The reactants are [CH2:1]([O:8][C:9]([NH:11][C:12]1[CH:13]=[C:14]([S:19]([NH2:22])(=[O:21])=[O:20])[CH:15]=[CH:16][C:17]=1[CH3:18])=[O:10])[C:2]1[CH:7]=[CH:6][CH:5]=[CH:4][CH:3]=1.[Cl:23][C:24]1[CH:25]=[C:26]([NH:40][C:41](OC2C=CC=CC=2)=[O:42])[C:27](=[CH:38][CH:39]=1)[C:28]([O:30][CH2:31][C:32]1[CH:37]=[CH:36][CH:35]=[CH:34][CH:33]=1)=[O:29]. The yield is 0.620. The product is [CH2:1]([O:8][C:9]([NH:11][C:12]1[CH:13]=[C:14]([S:19]([NH:22][C:41]([NH:40][C:26]2[CH:25]=[C:24]([Cl:23])[CH:39]=[CH:38][C:27]=2[C:28]([O:30][CH2:31][C:32]2[CH:37]=[CH:36][CH:35]=[CH:34][CH:33]=2)=[O:29])=[O:42])(=[O:21])=[O:20])[CH:15]=[CH:16][C:17]=1[CH3:18])=[O:10])[C:2]1[CH:7]=[CH:6][CH:5]=[CH:4][CH:3]=1. (3) The reactants are [CH3:1][C:2]([CH3:13])([CH3:12])[C:3]([NH:5][C:6]1[CH:11]=[CH:10][CH:9]=[CH:8][N:7]=1)=[O:4].CN(C)CCN(C)C.C([Li])CCC.[I:27]I.S([O-])([O-])(=O)=S.[Na+].[Na+]. The catalyst is O.O1CCCC1. The product is [I:27][C:11]1[C:6]([NH:5][C:3](=[O:4])[C:2]([CH3:13])([CH3:12])[CH3:1])=[N:7][CH:8]=[CH:9][CH:10]=1. The yield is 0.570. (4) The reactants are [Br:1][C:2]1[CH:11]=[CH:10][CH:9]=[C:8]2[C:3]=1[N:4]=[C:5]([NH:14][C:15]([CH3:18])([CH3:17])[CH3:16])[C:6]([CH:12]=[O:13])=[N:7]2.[Na].CO.C([O-])(O)=O.[Na+]. The catalyst is C1COCC1. The product is [Br:1][C:2]1[CH:11]=[CH:10][CH:9]=[C:8]2[C:3]=1[N:4]=[C:5]([NH:14][C:15]([CH3:18])([CH3:17])[CH3:16])[C:6]([CH2:12][OH:13])=[N:7]2. The yield is 1.00. (5) The reactants are [H-].[Al+3].[Li+].[H-].[H-].[H-].[CH2:7]([O:9][C:10]1([O:26][CH2:27][CH3:28])[CH2:15][CH2:14][N:13]([C@@H:16]2[CH2:20][CH2:19][C@H:18]([C:21](OCC)=[O:22])[CH2:17]2)[CH2:12][CH2:11]1)[CH3:8].[OH-].[Na+].[O-]S([O-])(=O)=O.[Na+].[Na+]. The catalyst is C(OCC)C.O. The product is [CH2:27]([O:26][C:10]1([O:9][CH2:7][CH3:8])[CH2:15][CH2:14][N:13]([C@@H:16]2[CH2:20][CH2:19][C@H:18]([CH2:21][OH:22])[CH2:17]2)[CH2:12][CH2:11]1)[CH3:28]. The yield is 0.980.